Dataset: Catalyst prediction with 721,799 reactions and 888 catalyst types from USPTO. Task: Predict which catalyst facilitates the given reaction. (1) Reactant: [NH2:1][C:2]1[N:7]=[C:6](Br)[C:5]([C:9]#[N:10])=[C:4]([S:11][CH3:12])[N:3]=1.C([Sn](CCCC)(CCCC)[C:18]1[O:19][CH2:20][CH2:21][CH:22]=1)CCC. Product: [NH2:1][C:2]1[N:7]=[C:6]([C:18]2[O:19][CH2:20][CH2:21][CH:22]=2)[C:5]([C:9]#[N:10])=[C:4]([S:11][CH3:12])[N:3]=1. The catalyst class is: 184. (2) Reactant: [C:1]([O:5][C:6](=[O:18])[CH2:7][CH:8]([OH:17])[C:9]1[CH:14]=[CH:13][N:12]=[C:11]([S:15][CH3:16])[N:10]=1)([CH3:4])([CH3:3])[CH3:2].CC(OI1(OC(C)=O)(OC(C)=O)OC(=O)C2C=CC=CC1=2)=O.O.[O-]S(S([O-])=O)=O.[Na+].[Na+]. Product: [C:1]([O:5][C:6](=[O:18])[CH2:7][C:8]([C:9]1[CH:14]=[CH:13][N:12]=[C:11]([S:15][CH3:16])[N:10]=1)=[O:17])([CH3:3])([CH3:4])[CH3:2]. The catalyst class is: 2. (3) Reactant: Cl.[NH2:2][C@H:3]([C:14]([O:16][CH3:17])=[O:15])[CH2:4][C:5]1[C:13]2[C:8](=[CH:9][CH:10]=[CH:11][CH:12]=2)[NH:7][CH:6]=1.C(N(CC)CC)C.[F:25][C:26]1[CH:36]=[C:35]([F:37])[CH:34]=[CH:33][C:27]=1[CH:28]=[CH:29][C:30](O)=[O:31].CCN=C=NCCCN(C)C.Cl. Product: [F:25][C:26]1[CH:36]=[C:35]([F:37])[CH:34]=[CH:33][C:27]=1[CH:28]=[CH:29][C:30]([NH:2][C@H:3]([C:14]([O:16][CH3:17])=[O:15])[CH2:4][C:5]1[C:13]2[C:8](=[CH:9][CH:10]=[CH:11][CH:12]=2)[NH:7][CH:6]=1)=[O:31]. The catalyst class is: 2.